Dataset: Catalyst prediction with 721,799 reactions and 888 catalyst types from USPTO. Task: Predict which catalyst facilitates the given reaction. (1) Reactant: [Cl:1][C:2]1[C:7]2[N:8]=[C:9]([NH:11][NH2:12])[S:10][C:6]=2[CH:5]=[CH:4][CH:3]=1.[C:13]([CH2:21][C:22](OCC)=[O:23])(=O)[C:14]1[CH:19]=[CH:18][CH:17]=[CH:16][CH:15]=1. Product: [Cl:1][C:2]1[C:7]2[N:8]=[C:9]([N:11]3[C:22](=[O:23])[CH:21]=[C:13]([C:14]4[CH:19]=[CH:18][CH:17]=[CH:16][CH:15]=4)[NH:12]3)[S:10][C:6]=2[CH:5]=[CH:4][CH:3]=1. The catalyst class is: 8. (2) Reactant: [CH:1]1([CH2:6][C@@H:7]([C:12]([N:14]2[CH:18]([C:19]([NH:21][C:22]3[CH:27]=[CH:26][CH:25]=[C:24]([CH2:28][CH3:29])[N:23]=3)=[O:20])[CH2:17][CH:16]=[N:15]2)=[O:13])[CH2:8][C:9]([OH:11])=O)[CH2:5][CH2:4][CH2:3][CH2:2]1.CN1CCOCC1.Cl.[C:38]1([CH2:44][O:45][NH2:46])[CH:43]=[CH:42][CH:41]=[CH:40][CH:39]=1.C(Cl)CCl.N1C2C(=NC=CC=2)N(O)N=1. Product: [CH:1]1([CH2:6][C@H:7]([CH2:8][C:9](=[O:11])[NH:46][O:45][CH2:44][C:38]2[CH:43]=[CH:42][CH:41]=[CH:40][CH:39]=2)[C:12]([N:14]2[C@H:18]([C:19]([NH:21][C:22]3[CH:27]=[CH:26][CH:25]=[C:24]([CH2:28][CH3:29])[N:23]=3)=[O:20])[CH2:17][CH:16]=[N:15]2)=[O:13])[CH2:5][CH2:4][CH2:3][CH2:2]1. The catalyst class is: 4. (3) Reactant: [OH:1][C:2]([CH3:7])([CH3:6])[CH2:3][CH:4]=O.[F:8][C:9]1[CH:14]=[C:13]([F:15])[CH:12]=[CH:11][C:10]=1[C:16]1[N:17]=[C:18]2[N:22]([C:23]=1[C:24]1[N:25]=[N:26][C:27]([NH:30][NH2:31])=[CH:28][CH:29]=1)[CH:21]=[CH:20][O:19]2.C(O)(=O)C.C(O)(=O)C.IC1C=CC=CC=1. Product: [F:8][C:9]1[CH:14]=[C:13]([F:15])[CH:12]=[CH:11][C:10]=1[C:16]1[N:17]=[C:18]2[N:22]([C:23]=1[C:24]1[CH:29]=[CH:28][C:27]3[N:26]([C:4]([CH2:3][C:2]([CH3:7])([OH:1])[CH3:6])=[N:31][N:30]=3)[N:25]=1)[CH:21]=[CH:20][O:19]2. The catalyst class is: 2. (4) Reactant: [NH2:1][C:2]1[CH:7]=[CH:6][C:5]([C:8]2([C:13]#[N:14])[CH2:12][CH2:11][CH2:10][CH2:9]2)=[CH:4][CH:3]=1.C1C=CC2N(O)N=NC=2C=1.C(Cl)CCl.[CH3:29][N:30]1[C:35]2[CH:36]=[CH:37][C:38]([C:40](O)=[O:41])=[CH:39][C:34]=2[O:33][CH2:32][CH2:31]1. Product: [C:13]([C:8]1([C:5]2[CH:4]=[CH:3][C:2]([NH:1][C:40]([C:38]3[CH:37]=[CH:36][C:35]4[N:30]([CH3:29])[CH2:31][CH2:32][O:33][C:34]=4[CH:39]=3)=[O:41])=[CH:7][CH:6]=2)[CH2:12][CH2:11][CH2:10][CH2:9]1)#[N:14]. The catalyst class is: 2. (5) Reactant: [N+:1]([C:4]1[C:9]([CH3:10])=[C:8]([CH3:11])[C:7]([CH3:12])=[C:6]([CH3:13])[C:5]=1[CH3:14])([O-])=O.CO.[Cl-].[NH4+]. Product: [CH3:10][C:9]1[C:4]([NH2:1])=[C:5]([CH3:14])[C:6]([CH3:13])=[C:7]([CH3:12])[C:8]=1[CH3:11]. The catalyst class is: 739. (6) Reactant: [CH3:1][O:2][CH2:3][CH2:4][O:5][C:6]1[CH:14]=[C:13]2[C:9]([CH:10]=[CH:11][NH:12]2)=[CH:8][C:7]=1[O:15][C:16]1[CH:21]=[CH:20][N:19]=[C:18]([NH:22]C(=O)C)[CH:17]=1.[OH-].[Na+].O.C(OCC)(=O)C. Product: [CH3:1][O:2][CH2:3][CH2:4][O:5][C:6]1[CH:14]=[C:13]2[C:9]([CH:10]=[CH:11][NH:12]2)=[CH:8][C:7]=1[O:15][C:16]1[CH:21]=[CH:20][N:19]=[C:18]([NH2:22])[CH:17]=1. The catalyst class is: 5. (7) Reactant: Cl[C:2]1[CH:7]=[CH:6][C:5]([C:8]([CH3:13])([CH3:12])[C:9]([OH:11])=[O:10])=[CH:4][CH:3]=1.[N:14]1([C:20]([O:22][C:23]([CH3:26])([CH3:25])[CH3:24])=[O:21])[CH2:19][CH2:18][NH:17][CH2:16][CH2:15]1.CC(C)([O-])C.[Na+].C(P(C(C)(C)C)C1C=CC=CC=1C1C=CC=CC=1)(C)(C)C.O1CCOCC1. Product: [C:23]([O:22][C:20]([N:14]1[CH2:19][CH2:18][N:17]([C:2]2[CH:7]=[CH:6][C:5]([C:8]([CH3:13])([CH3:12])[C:9]([OH:11])=[O:10])=[CH:4][CH:3]=2)[CH2:16][CH2:15]1)=[O:21])([CH3:26])([CH3:24])[CH3:25]. The catalyst class is: 167. (8) Reactant: [F:1][C:2]1[CH:8]=[C:7]([I:9])[CH:6]=[CH:5][C:3]=1[NH2:4].[C:10](OC(=O)C)(=[O:12])[CH3:11]. Product: [F:1][C:2]1[CH:8]=[C:7]([I:9])[CH:6]=[CH:5][C:3]=1[NH:4][C:10](=[O:12])[CH3:11]. The catalyst class is: 7. (9) Reactant: [CH2:1]([N:8]1[CH2:13][CH2:12][CH:11]([OH:14])[CH2:10][CH2:9]1)[C:2]1[CH:7]=[CH:6][CH:5]=[CH:4][CH:3]=1.[Cl:15][C:16]1[C:21](O)=[CH:20][CH:19]=[CH:18][N:17]=1.C1(P(C2C=CC=CC=2)C2C=CC=CC=2)C=CC=CC=1.N(C(OC(C)C)=O)=NC(OC(C)C)=O. Product: [CH2:1]([N:8]1[CH2:13][CH2:12][CH:11]([O:14][C:21]2[C:16]([Cl:15])=[N:17][CH:18]=[CH:19][CH:20]=2)[CH2:10][CH2:9]1)[C:2]1[CH:3]=[CH:4][CH:5]=[CH:6][CH:7]=1. The catalyst class is: 90. (10) Reactant: [CH3:1][O:2][CH2:3][N:4]1[CH:8]=[C:7]([CH2:9][OH:10])[N:6]=[CH:5]1.[Si:11](Cl)([C:24]([CH3:27])([CH3:26])[CH3:25])([C:18]1[CH:23]=[CH:22][CH:21]=[CH:20][CH:19]=1)[C:12]1[CH:17]=[CH:16][CH:15]=[CH:14][CH:13]=1.CCN(C(C)C)C(C)C. Product: [Si:11]([O:10][CH2:9][C:7]1[N:6]=[CH:5][N:4]([CH2:3][O:2][CH3:1])[CH:8]=1)([C:24]([CH3:27])([CH3:26])[CH3:25])([C:18]1[CH:19]=[CH:20][CH:21]=[CH:22][CH:23]=1)[C:12]1[CH:17]=[CH:16][CH:15]=[CH:14][CH:13]=1. The catalyst class is: 154.